Dataset: Catalyst prediction with 721,799 reactions and 888 catalyst types from USPTO. Task: Predict which catalyst facilitates the given reaction. (1) The catalyst class is: 69. Reactant: C1COCC1.[Br:6][C:7]1[CH:8]=[CH:9][C:10]([Cl:17])=[C:11]([CH:16]=1)[C:12](OC)=[O:13].[BH4-].[Na+].CO. Product: [Br:6][C:7]1[CH:8]=[CH:9][C:10]([Cl:17])=[C:11]([CH2:12][OH:13])[CH:16]=1. (2) Reactant: [C:1]([N:3]=[C:4](OCC)[CH2:5][C:6]1[CH:11]=[CH:10][CH:9]=[CH:8][C:7]=1[CH3:12])#[N:2].[C:16]1([C@H:22]([NH2:24])[CH3:23])[CH:21]=[CH:20][CH:19]=[CH:18][CH:17]=1. Product: [C:1]([N:3]=[C:4]([NH:24][C@@H:22]([C:16]1[CH:21]=[CH:20][CH:19]=[CH:18][CH:17]=1)[CH3:23])[CH2:5][C:6]1[CH:11]=[CH:10][CH:9]=[CH:8][C:7]=1[CH3:12])#[N:2]. The catalyst class is: 8.